From a dataset of Full USPTO retrosynthesis dataset with 1.9M reactions from patents (1976-2016). Predict the reactants needed to synthesize the given product. (1) Given the product [CH2:1]([C@H:8]1[C@@H:12]([C@H:13]2[CH2:17][C@@H:16]([OH:18])[CH2:15][N:14]2[C:26]([O:28][C:29]([CH3:31])([CH3:30])[CH3:32])=[O:27])[O:11][C:10](=[O:33])[NH:9]1)[C:2]1[CH:7]=[CH:6][CH:5]=[CH:4][CH:3]=1, predict the reactants needed to synthesize it. The reactants are: [CH2:1]([C@H:8]1[C@@H:12]([C@H:13]2[CH2:17][C@@H:16]([O:18]CC3C=CC=CC=3)[CH2:15][N:14]2[C:26]([O:28][C:29]([CH3:32])([CH3:31])[CH3:30])=[O:27])[O:11][C:10](=[O:33])[NH:9]1)[C:2]1[CH:7]=[CH:6][CH:5]=[CH:4][CH:3]=1. (2) Given the product [CH2:23]([O:25][C:26]1[CH:31]=[C:30]([O:12][CH2:11][CH2:10][CH2:9][C:8]2[C:4]([O:3][CH2:1][CH3:2])=[N:5][N:6]([C:13]3[CH:18]=[CH:17][C:16]([C:19]([F:21])([F:20])[F:22])=[CH:15][N:14]=3)[CH:7]=2)[CH:29]=[CH:28][C:27]=1[CH2:33][CH2:34][C:35]([OH:37])=[O:36])[CH3:24], predict the reactants needed to synthesize it. The reactants are: [CH2:1]([O:3][C:4]1[C:8]([CH2:9][CH2:10][CH2:11][OH:12])=[CH:7][N:6]([C:13]2[CH:18]=[CH:17][C:16]([C:19]([F:22])([F:21])[F:20])=[CH:15][N:14]=2)[N:5]=1)[CH3:2].[CH2:23]([O:25][C:26]1[CH:31]=[C:30](O)[CH:29]=[CH:28][C:27]=1[CH2:33][CH2:34][C:35]([O:37]CC)=[O:36])[CH3:24].C(P(CCCC)CCCC)CCC.N(C(N1CCCCC1)=O)=NC(N1CCCCC1)=O. (3) Given the product [NH3:6].[CH3:38][OH:39].[C:1]([C:5]1[NH:6][C:7]([C:25]2[CH:30]=[CH:29][C:28]([F:31])=[CH:27][C:26]=2[F:32])=[C:8]([C:10]2[N:15]=[C:14]3[N:16]([CH2:20][C:21]([CH3:24])([CH3:23])[CH3:22])[C:17]([NH2:19])=[N:18][C:13]3=[CH:12][CH:11]=2)[N:9]=1)([CH3:2])([CH3:3])[CH3:4], predict the reactants needed to synthesize it. The reactants are: [C:1]([C:5]1[NH:6][C:7]([C:25]2[CH:30]=[CH:29][C:28]([F:31])=[CH:27][C:26]=2[F:32])=[C:8]([C:10]2[N:15]=[C:14]3[N:16]([CH2:20][C:21]([CH3:24])([CH3:23])[CH3:22])[C:17]([NH2:19])=[N:18][C:13]3=[CH:12][CH:11]=2)[N:9]=1)([CH3:4])([CH3:3])[CH3:2].CS(O)(=O)=O.[CH3:38][OH:39]. (4) Given the product [CH2:1]([O:3][C:4]([C:6]1([C:33]([OH:35])=[O:34])[CH2:11][CH2:10][CH:9]([N:12]([CH2:14][C:15]2[CH:20]=[CH:19][C:18]([CH2:21][CH2:22][CH2:23][CH2:24][CH2:25][CH2:26][CH2:27][CH2:28][CH2:29][CH3:30])=[C:17]([F:31])[C:16]=2[F:32])[CH3:13])[CH2:8][CH2:7]1)=[O:5])[CH3:2], predict the reactants needed to synthesize it. The reactants are: [CH2:1]([O:3][C:4]([C:6]1([C:33]([O:35]CC)=[O:34])[CH2:11][CH2:10][CH:9]([N:12]([CH2:14][C:15]2[CH:20]=[CH:19][C:18]([CH2:21][CH2:22][CH2:23][CH2:24][CH2:25][CH2:26][CH2:27][CH2:28][CH2:29][CH3:30])=[C:17]([F:31])[C:16]=2[F:32])[CH3:13])[CH2:8][CH2:7]1)=[O:5])[CH3:2].[OH-].[Na+].